This data is from Forward reaction prediction with 1.9M reactions from USPTO patents (1976-2016). The task is: Predict the product of the given reaction. (1) Given the reactants [CH3:1][Mg]Br.[Br:4][C:5]1[CH:10]=[CH:9][C:8](/[CH:11]=[CH:12]/[C:13]([N:15]2[C@H:19]([C:20]3[CH:25]=[CH:24][CH:23]=[CH:22][CH:21]=3)[CH2:18][O:17][C:16]2=[O:26])=[O:14])=[CH:7][CH:6]=1, predict the reaction product. The product is: [Br:4][C:5]1[CH:6]=[CH:7][C:8]([C@H:11]([CH3:1])[CH2:12][C:13]([N:15]2[C@H:19]([C:20]3[CH:21]=[CH:22][CH:23]=[CH:24][CH:25]=3)[CH2:18][O:17][C:16]2=[O:26])=[O:14])=[CH:9][CH:10]=1. (2) Given the reactants Cl[C:2]1[CH:7]=[CH:6][N:5]=[CH:4][C:3]=1[N+:8]([O-:10])=[O:9].[NH2:11][C:12]1[CH:17]=[CH:16][CH:15]=[CH:14][CH:13]=1, predict the reaction product. The product is: [N+:8]([C:3]1[CH:4]=[N:5][CH:6]=[CH:7][C:2]=1[NH:11][C:12]1[CH:17]=[CH:16][CH:15]=[CH:14][CH:13]=1)([O-:10])=[O:9]. (3) Given the reactants [CH3:1][C:2]1([CH3:15])[C:6]2([CH2:10][S:11]([OH:14])(=[O:13])=[O:12])[C:7]([CH2:9][CH:3]1[CH2:4][CH2:5]2)=[O:8].C1[C:21]([OH:22])=CC=CC=1C, predict the reaction product. The product is: [CH3:10][C:6]([C:7]([O:22][CH3:21])=[O:8])=[CH2:5].[CH3:1][C:2]1([CH3:15])[C:6]2([CH2:10][S:11]([OH:14])(=[O:13])=[O:12])[C:7]([CH2:9][CH:3]1[CH2:4][CH2:5]2)=[O:8]. (4) Given the reactants Cl[CH2:2][CH2:3][CH2:4][N:5]1[C:9]2[CH:10]=[CH:11][C:12]([N+:14]([O-:16])=[O:15])=[CH:13][C:8]=2[O:7][C:6]1=[O:17].[O-:18][CH2:19][CH3:20].[K+].CCOCC.O, predict the reaction product. The product is: [CH2:19]([O:18][C:6]([N:5]1[C:9]2[CH:10]=[CH:11][C:12]([N+:14]([O-:16])=[O:15])=[CH:13][C:8]=2[O:7][CH2:2][CH2:3][CH2:4]1)=[O:17])[CH3:20].